The task is: Predict the product of the given reaction.. This data is from Forward reaction prediction with 1.9M reactions from USPTO patents (1976-2016). (1) Given the reactants [CH3:1][C@H:2]1[CH2:7][CH2:6][C@H:5]([N:8]2[CH:12]=[C:11]([CH2:13][OH:14])[N:10]=[CH:9]2)[CH2:4][CH2:3]1.C(=O)(O)[O-].[Na+].II.S([O-])([O-])(=O)=S.[Na+].[Na+], predict the reaction product. The product is: [CH3:1][C@H:2]1[CH2:3][CH2:4][C@H:5]([N:8]2[CH:12]=[C:11]([CH:13]=[O:14])[N:10]=[CH:9]2)[CH2:6][CH2:7]1. (2) Given the reactants [C:1]([O:5][C:6](=[O:21])[NH:7][C:8]1[C:9]([CH3:20])=[N:10][O:11][C:12]=1[C:13]1[CH:18]=[CH:17][C:16](Br)=[CH:15][CH:14]=1)([CH3:4])([CH3:3])[CH3:2].[CH2:22]([O:24][C:25](=[O:42])[CH2:26][C:27]1[CH:32]=[CH:31][C:30](B2OC(C)(C)C(C)(C)O2)=[CH:29][CH:28]=1)[CH3:23], predict the reaction product. The product is: [CH2:22]([O:24][C:25](=[O:42])[CH2:26][C:27]1[CH:32]=[CH:31][C:30]([C:16]2[CH:17]=[CH:18][C:13]([C:12]3[O:11][N:10]=[C:9]([CH3:20])[C:8]=3[NH:7][C:6]([O:5][C:1]([CH3:4])([CH3:3])[CH3:2])=[O:21])=[CH:14][CH:15]=2)=[CH:29][CH:28]=1)[CH3:23]. (3) Given the reactants [C:1]([O:5][C:6](=[O:13])[NH:7][CH2:8][CH2:9][CH2:10][CH2:11]Br)([CH3:4])([CH3:3])[CH3:2].[CH2:14]([O:16][C:17](=[O:31])[CH2:18][CH:19]1[CH2:25][CH2:24][CH2:23][C:22]2[CH:26]=[C:27]([OH:30])[CH:28]=[CH:29][C:21]=2[CH2:20]1)[CH3:15], predict the reaction product. The product is: [CH2:14]([O:16][C:17](=[O:31])[CH2:18][CH:19]1[CH2:25][CH2:24][CH2:23][C:22]2[CH:26]=[C:27]([O:30][CH2:11][CH2:10][CH2:9][CH2:8][NH:7][C:6]([O:5][C:1]([CH3:4])([CH3:3])[CH3:2])=[O:13])[CH:28]=[CH:29][C:21]=2[CH2:20]1)[CH3:15]. (4) Given the reactants OS(O)(=O)=O.[S:6]1[CH:10]=[CH:9][C:8]([C:11](O)([CH2:20][CH2:21][CH2:22][CH2:23][CH2:24][CH2:25][CH2:26][CH3:27])[CH2:12][CH:13]([CH2:18][CH3:19])[CH2:14][CH2:15][CH2:16][CH3:17])=[C:7]1[C:29]1[S:30][CH:31]=[CH:32][CH:33]=1.C(Cl)Cl, predict the reaction product. The product is: [CH2:18]([CH:13]([CH2:14][CH2:15][CH2:16][CH3:17])[CH2:12][C:11]1([CH2:20][CH2:21][CH2:22][CH2:23][CH2:24][CH2:25][CH2:26][CH3:27])[C:33]2[CH:32]=[CH:31][S:30][C:29]=2[C:7]2[S:6][CH:10]=[CH:9][C:8]1=2)[CH3:19]. (5) The product is: [CH3:9][C:8]([C@H:10]1[C@@H:14]2[C@@H:15]3[C@@:28]([CH3:31])([CH2:29][CH2:30][C@@:13]2([C:37]([OH:39])=[O:38])[CH2:12][CH2:11]1)[C@@:27]1([CH3:32])[C@@H:18]([C@:19]2([CH3:36])[C@@H:24]([CH2:25][CH2:26]1)[C:23]([CH3:34])([CH3:33])[C:22](=[O:35])[CH2:21][CH2:20]2)[CH2:17][CH2:16]3)=[CH2:7]. Given the reactants N1C=CC=CC=1.[CH3:7][C:8]([C@H:10]1[C@@H:14]2[C@@H:15]3[C@@:28]([CH3:31])([CH2:29][CH2:30][C@@:13]2([C:37]([OH:39])=[O:38])[CH2:12][CH2:11]1)[C@@:27]1([CH3:32])[C@@H:18]([C@:19]2([CH3:36])[C@@H:24]([CH2:25][CH2:26]1)[C:23]([CH3:34])([CH3:33])[C@@H:22]([OH:35])[CH2:21][CH2:20]2)[CH2:17][CH2:16]3)=[CH2:9], predict the reaction product.